Dataset: Catalyst prediction with 721,799 reactions and 888 catalyst types from USPTO. Task: Predict which catalyst facilitates the given reaction. (1) Reactant: [CH:1]([C:3]1[NH:4][C:5]2[CH2:6][CH2:7][CH2:8][CH2:9][C:10]=2[C:11]=1[CH:12]([CH3:16])C(O)=O)=O.[CH:17]([NH:20][S:21]([C:24]1[CH:25]=[C:26]2[C:30](=[CH:31][CH:32]=1)[NH:29][C:28](=[O:33])[CH2:27]2)(=[O:23])=[O:22])([CH3:19])[CH3:18].N1CCCCC1.[C:40]([OH:43])(=[O:42])C. Product: [CH:17]([NH:20][S:21]([C:24]1[CH:25]=[C:26]2[C:30](=[CH:31][CH:32]=1)[NH:29][C:28](=[O:33])[C:27]2=[CH:1][C:3]1[NH:4][C:5]2[CH2:6][CH2:7][CH2:8][CH2:9][C:10]=2[C:11]=1[CH2:12][CH2:16][C:40]([OH:43])=[O:42])(=[O:23])=[O:22])([CH3:19])[CH3:18]. The catalyst class is: 8. (2) Reactant: [N+:1]([C:4]1[CH:8]=[N:7][NH:6][C:5]=1[NH2:9])([O-:3])=[O:2].CN(C)[CH:12]=[CH:13][C:14]([C:16]1[CH:17]=[C:18]([N:22]([CH2:34][CH2:35][CH3:36])[S:23]([C:26]2[CH:31]=[CH:30][C:29]([O:32][CH3:33])=[CH:28][CH:27]=2)(=[O:25])=[O:24])[CH:19]=[CH:20][CH:21]=1)=O.C(OCC)(=O)C. Product: [N+:1]([C:4]1[CH:8]=[N:7][N:6]2[C:14]([C:16]3[CH:17]=[C:18]([N:22]([CH2:34][CH2:35][CH3:36])[S:23]([C:26]4[CH:27]=[CH:28][C:29]([O:32][CH3:33])=[CH:30][CH:31]=4)(=[O:25])=[O:24])[CH:19]=[CH:20][CH:21]=3)=[CH:13][CH:12]=[N:9][C:5]=12)([O-:3])=[O:2]. The catalyst class is: 15. (3) Reactant: [C:1](Cl)(=[O:6])[CH2:2][C:3](Cl)=[O:4].[CH3:8][CH:9]([CH3:19])[CH2:10][NH:11][C:12]([NH:14][CH2:15][CH:16]([CH3:18])[CH3:17])=[O:13]. Product: [CH3:17][CH:16]([CH3:18])[CH2:15][N:14]1[C:3](=[O:4])[CH2:2][C:1](=[O:6])[N:11]([CH2:10][CH:9]([CH3:19])[CH3:8])[C:12]1=[O:13]. The catalyst class is: 4. (4) Reactant: [CH3:1][O:2][C:3]1[CH:8]=[CH:7][C:6]([C:9]2[N:14]=[CH:13][C:12]([CH2:15][OH:16])=CN=2)=[C:5]([C:17]([F:20])([F:19])[F:18])[CH:4]=1.CC[N:23]([CH:27](C)C)C(C)C.[CH3:30][S:31](Cl)(=[O:33])=[O:32]. Product: [CH3:1][O:2][C:3]1[CH:8]=[CH:7][C:6]([C:9]2[N:14]=[CH:13][C:12]([CH2:15][O:16][S:31]([CH3:30])(=[O:33])=[O:32])=[N:23][CH:27]=2)=[C:5]([C:17]([F:18])([F:19])[F:20])[CH:4]=1. The catalyst class is: 2. (5) Reactant: C[O:2][C:3]1[C:8]2[C:9]([C:18]3[CH:23]=[CH:22][C:21]([S:24]([NH2:27])(=[O:26])=[O:25])=[CH:20][CH:19]=3)=[CH:10][N:11]([CH:12]([CH2:16][CH3:17])[CH2:13][O:14][CH3:15])[C:7]=2[CH:6]=[CH:5][N:4]=1.[I-].[Na+].Cl[Si](C)(C)C.C(=O)([O-])O.[Na+]. Product: [CH3:15][O:14][CH2:13][CH:12]([N:11]1[C:7]2[CH:6]=[CH:5][NH:4][C:3](=[O:2])[C:8]=2[C:9]([C:18]2[CH:23]=[CH:22][C:21]([S:24]([NH2:27])(=[O:26])=[O:25])=[CH:20][CH:19]=2)=[CH:10]1)[CH2:16][CH3:17]. The catalyst class is: 10. (6) Reactant: [N:1]1([C:7]2[N:8]=[C:9]([CH2:14][C:15]([O-:17])=O)[NH:10][C:11](=[O:13])[CH:12]=2)[CH2:6][CH2:5][O:4][CH2:3][CH2:2]1.[Na+].[C:19]1([CH:25]2[CH2:33][C:32]3[C:27](=[CH:28][CH:29]=[CH:30][CH:31]=3)[NH:26]2)[CH:24]=[CH:23][CH:22]=[CH:21][CH:20]=1.Cl.CN(C)CCCN=C=NCC. Product: [N:1]1([C:7]2[N:8]=[C:9]([CH2:14][C:15](=[O:17])[N:26]3[C:27]4[C:32](=[CH:31][CH:30]=[CH:29][CH:28]=4)[CH2:33][CH:25]3[C:19]3[CH:24]=[CH:23][CH:22]=[CH:21][CH:20]=3)[NH:10][C:11](=[O:13])[CH:12]=2)[CH2:2][CH2:3][O:4][CH2:5][CH2:6]1. The catalyst class is: 672. (7) The catalyst class is: 4. Product: [CH3:1][C:2]1[CH:6]=[C:5]([C:7]2[CH:8]=[CH:9][C:10]3[N:11]([C:13]([CH2:16][NH2:17])=[N:14][N:15]=3)[N:12]=2)[O:4][N:3]=1. Reactant: [CH3:1][C:2]1[CH:6]=[C:5]([C:7]2[CH:8]=[CH:9][C:10]3[N:11]([C:13]([CH2:16][NH:17]C(=O)OC(C)(C)C)=[N:14][N:15]=3)[N:12]=2)[O:4][N:3]=1.FC(F)(F)C(O)=O. (8) Reactant: [F:1][C:2]1[CH:3]=[CH:4][C:5]2[C:6]3[C:11]([CH:12]([CH3:25])[N:13]([C:16]([C:18]4[CH:23]=[CH:22][C:21]([OH:24])=[CH:20][CH:19]=4)=[O:17])[C:14]=2[CH:15]=1)=[CH:10][CH:9]=[CH:8][CH:7]=3. Product: [F:1][C:2]1[CH:3]=[CH:4][C:5]2[C:6]3[C:11]([C@@H:12]([CH3:25])[N:13]([C:16]([C:18]4[CH:19]=[CH:20][C:21]([OH:24])=[CH:22][CH:23]=4)=[O:17])[C:14]=2[CH:15]=1)=[CH:10][CH:9]=[CH:8][CH:7]=3. The catalyst class is: 22. (9) Reactant: C(=O)([O-])[O-].[K+].[K+].[CH:7]1([NH:10][C:11](=[O:26])[CH:12]([C:14]2[CH:19]=[CH:18][C:17]([CH:20]3[CH2:25][CH2:24][NH:23][CH2:22][CH2:21]3)=[CH:16][CH:15]=2)[CH3:13])[CH2:9][CH2:8]1.[CH:27]1([CH2:30][O:31][C:32]2[CH:33]=[CH:34][C:35](F)=[C:36]([CH:39]=2)[C:37]#[N:38])[CH2:29][CH2:28]1. Product: [C:37]([C:36]1[CH:39]=[C:32]([O:31][CH2:30][CH:27]2[CH2:29][CH2:28]2)[CH:33]=[CH:34][C:35]=1[N:23]1[CH2:22][CH2:21][CH:20]([C:17]2[CH:18]=[CH:19][C:14]([CH:12]([CH3:13])[C:11]([NH:10][CH:7]3[CH2:8][CH2:9]3)=[O:26])=[CH:15][CH:16]=2)[CH2:25][CH2:24]1)#[N:38]. The catalyst class is: 44.